From a dataset of Full USPTO retrosynthesis dataset with 1.9M reactions from patents (1976-2016). Predict the reactants needed to synthesize the given product. Given the product [CH2:17]([C:16]1[C:10]2[CH2:9][N:8]([C:6]([O:5][C:1]([CH3:2])([CH3:4])[CH3:3])=[O:7])[CH2:13][CH2:12][C:11]=2[NH:14][N:15]=1)[CH2:18][CH3:19], predict the reactants needed to synthesize it. The reactants are: [C:1]([O:5][C:6]([N:8]1[CH2:13][CH2:12][C:11]2[NH:14][N:15]=[C:16]([CH2:17][CH:18]=[CH2:19])[C:10]=2[CH2:9]1)=[O:7])([CH3:4])([CH3:3])[CH3:2].